Dataset: Full USPTO retrosynthesis dataset with 1.9M reactions from patents (1976-2016). Task: Predict the reactants needed to synthesize the given product. (1) Given the product [N:16]1[CH:17]=[CH:18][CH:19]=[CH:20][C:15]=1[N:12]1[C:4]2[NH:5][C:6]3[C:11]([C:2](=[O:23])[C:3]=2[CH:14]=[N:13]1)=[CH:10][CH:9]=[CH:8][CH:7]=3, predict the reactants needed to synthesize it. The reactants are: Cl[C:2]1[C:11]2[C:6](=[CH:7][CH:8]=[CH:9][CH:10]=2)[N:5]=[C:4]2[N:12]([C:15]3[CH:20]=[CH:19][CH:18]=[CH:17][N:16]=3)[N:13]=[CH:14][C:3]=12.C([OH:23])C. (2) Given the product [CH2:9]([C:6]1[CH:7]=[CH:8][C:3]([O:2][CH3:1])=[C:4]([NH2:11])[CH:5]=1)[CH3:10], predict the reactants needed to synthesize it. The reactants are: [CH3:1][O:2][C:3]1[CH:8]=[CH:7][C:6]([CH:9]=[CH2:10])=[CH:5][C:4]=1[N+:11]([O-])=O. (3) Given the product [Cl:16][C:12]1[CH:13]=[C:14]2[C:9](=[CH:10][CH:11]=1)[N:8]([CH2:17][CH2:18][CH2:19][S:20]([CH3:23])(=[O:21])=[O:22])[C:7]([CH2:6][N:30]1[C:31]3=[CH:32][N:33]=[CH:34][CH:35]=[C:36]3[C:28]([S:25]([CH3:24])(=[O:26])=[O:27])=[N:29]1)=[CH:15]2, predict the reactants needed to synthesize it. The reactants are: CS(O[CH2:6][C:7]1[N:8]([CH2:17][CH2:18][CH2:19][S:20]([CH3:23])(=[O:22])=[O:21])[C:9]2[C:14]([CH:15]=1)=[CH:13][C:12]([Cl:16])=[CH:11][CH:10]=2)(=O)=O.[CH3:24][S:25]([C:28]1[C:36]2[C:31](=[CH:32][N:33]=[CH:34][CH:35]=2)[NH:30][N:29]=1)(=[O:27])=[O:26].C1C=CC(P(C2C=CC=CC=2)C2C=CC=CC=2)=CC=1.CC(OC(/N=N/C(OC(C)C)=O)=O)C. (4) Given the product [Cl:20][C:17]1[CH:18]=[CH:19][N:15]2[C:16]=1[C:21]([OH:23])=[N:25][C:12]([C:9]1([NH:8][C:6](=[O:7])[O:5][C:1]([CH3:2])([CH3:3])[CH3:4])[CH2:11][CH2:10]1)=[N:14]2, predict the reactants needed to synthesize it. The reactants are: [C:1]([O:5][C:6]([NH:8][C:9]1([C:12]([NH:14][N:15]2[CH:19]=[CH:18][C:17]([Cl:20])=[C:16]2[C:21]([O:23]C)=O)=O)[CH2:11][CH2:10]1)=[O:7])([CH3:4])([CH3:3])[CH3:2].[NH3:25]. (5) Given the product [O:11]=[C:7]1[CH2:6][C:5]2[C:9](=[CH:10][C:2]([NH:1][C:12](=[O:13])[O:14][C:15]([CH3:18])([CH3:17])[CH3:16])=[CH:3][CH:4]=2)[NH:8]1, predict the reactants needed to synthesize it. The reactants are: [NH2:1][C:2]1[CH:10]=[C:9]2[C:5]([CH2:6][C:7](=[O:11])[NH:8]2)=[CH:4][CH:3]=1.[C:12](O[C:12]([O:14][C:15]([CH3:18])([CH3:17])[CH3:16])=[O:13])([O:14][C:15]([CH3:18])([CH3:17])[CH3:16])=[O:13].CCN(CC)CC.